This data is from Forward reaction prediction with 1.9M reactions from USPTO patents (1976-2016). The task is: Predict the product of the given reaction. (1) Given the reactants [Br:1][C:2]1[CH:8]=[CH:7][C:6]([S:9]([CH3:12])(=[O:11])=[O:10])=[CH:5][C:3]=1[NH2:4].C[Si]([N-][Si](C)(C)C)(C)C.[Na+].[C:23](O[C:23]([O:25][C:26]([CH3:29])([CH3:28])[CH3:27])=[O:24])([O:25][C:26]([CH3:29])([CH3:28])[CH3:27])=[O:24], predict the reaction product. The product is: [Br:1][C:2]1[CH:8]=[CH:7][C:6]([S:9]([CH3:12])(=[O:11])=[O:10])=[CH:5][C:3]=1[NH:4][C:23](=[O:24])[O:25][C:26]([CH3:29])([CH3:28])[CH3:27]. (2) The product is: [OH:9][C:6]1[CH:7]=[CH:8][C:3]([CH:2]=[CH2:1])=[CH:4][CH:5]=1.[C:21]([O:20][C:18]([O:17][C:10]1[CH:5]=[CH:4][C:3]([CH:8]=[CH2:7])=[CH:2][CH:1]=1)=[O:19])([CH3:22])([CH3:23])[CH3:24]. Given the reactants [CH:1]#[C:2][C:3]1[CH:8]=[CH:7][C:6]([OH:9])=[CH:5][CH:4]=1.[C:10]([O:17][C:18]([O:20][C:21]([CH3:24])([CH3:23])[CH3:22])=[O:19])(OC(C)(C)C)=O.N1C=CC=CC=1, predict the reaction product. (3) The product is: [CH3:17][N:16]1[C:12]([N:7]2[CH2:6][CH2:5][NH:4][CH:3]([C:2]([F:10])([F:9])[F:1])[CH2:8]2)=[C:13]([N+:18]([O-:20])=[O:19])[CH:14]=[N:15]1. Given the reactants [F:1][C:2]([F:10])([F:9])[CH:3]1[CH2:8][NH:7][CH2:6][CH2:5][NH:4]1.Cl[C:12]1[N:16]([CH3:17])[N:15]=[CH:14][C:13]=1[N+:18]([O-:20])=[O:19].CCN(C(C)C)C(C)C, predict the reaction product. (4) Given the reactants [CH3:1][C:2]1[O:6][N:5]=[C:4]([C:7]2[CH:12]=[CH:11][CH:10]=[CH:9][CH:8]=2)[C:3]=1[CH2:13][O:14][C:15]1[CH:23]=[CH:22][C:18]([C:19]([OH:21])=O)=[CH:17][N:16]=1.[F:24][CH:25]([F:28])[CH2:26][NH2:27], predict the reaction product. The product is: [F:24][CH:25]([F:28])[CH2:26][NH:27][C:19](=[O:21])[C:18]1[CH:22]=[CH:23][C:15]([O:14][CH2:13][C:3]2[C:4]([C:7]3[CH:8]=[CH:9][CH:10]=[CH:11][CH:12]=3)=[N:5][O:6][C:2]=2[CH3:1])=[N:16][CH:17]=1. (5) Given the reactants [OH:1][N:2]=[C:3](Cl)[C:4]1[CH:9]=[CH:8][CH:7]=[N:6][CH:5]=1.[C:11]([C:13]1[CH:14]=[C:15]([CH:18]=[CH:19][CH:20]=1)[C:16]#[N:17])#[CH:12].N, predict the reaction product. The product is: [N:6]1[CH:7]=[CH:8][CH:9]=[C:4]([C:3]2[CH:12]=[C:11]([C:13]3[CH:14]=[C:15]([CH:18]=[CH:19][CH:20]=3)[C:16]#[N:17])[O:1][N:2]=2)[CH:5]=1. (6) Given the reactants [CH3:1][N:2]1[CH:10]=[C:9]2[C:4]([CH:5]=[CH:6][C:7]3[CH2:13][CH2:12][C@@H:11]([CH2:14][CH2:15][NH:16][C:17](=[O:19])[CH3:18])[C:8]=32)=[N:3]1.[Br:20]N1C(=O)CCC1=O, predict the reaction product. The product is: [Br:20][C:10]1[N:2]([CH3:1])[N:3]=[C:4]2[C:9]=1[C:8]1[C@H:11]([CH2:14][CH2:15][NH:16][C:17](=[O:19])[CH3:18])[CH2:12][CH2:13][C:7]=1[CH:6]=[CH:5]2.